From a dataset of Catalyst prediction with 721,799 reactions and 888 catalyst types from USPTO. Predict which catalyst facilitates the given reaction. (1) Reactant: [Cl:1][C:2]1[CH:7]=[CH:6][CH:5]=[C:4]([Cl:8])[C:3]=1[C:9]1[C:13]([CH2:14][O:15][C:16]2[CH:21]=[CH:20][C:19]([NH:22][S:23]([C:26]3[CH:27]=[C:28]([CH:33]=[CH:34][CH:35]=3)[C:29]([O:31][CH3:32])=[O:30])(=[O:25])=[O:24])=[C:18]([CH3:36])[CH:17]=2)=[C:12]([CH:37]([CH3:39])[CH3:38])[O:11][N:10]=1.[C:40](=O)([O-])[O-].[Cs+].[Cs+].CI.O. Product: [Cl:8][C:4]1[CH:5]=[CH:6][CH:7]=[C:2]([Cl:1])[C:3]=1[C:9]1[C:13]([CH2:14][O:15][C:16]2[CH:21]=[CH:20][C:19]([N:22]([CH3:40])[S:23]([C:26]3[CH:27]=[C:28]([CH:33]=[CH:34][CH:35]=3)[C:29]([O:31][CH3:32])=[O:30])(=[O:24])=[O:25])=[C:18]([CH3:36])[CH:17]=2)=[C:12]([CH:37]([CH3:39])[CH3:38])[O:11][N:10]=1. The catalyst class is: 9. (2) Reactant: [N+:1]([C:4]1[CH:20]=[CH:19][C:7]([CH2:8][CH2:9][CH2:10][NH:11][C:12](=[O:18])[O:13][C:14]([CH3:17])([CH3:16])[CH3:15])=[CH:6][CH:5]=1)([O-])=O.[H][H]. Product: [NH2:1][C:4]1[CH:5]=[CH:6][C:7]([CH2:8][CH2:9][CH2:10][NH:11][C:12](=[O:18])[O:13][C:14]([CH3:16])([CH3:17])[CH3:15])=[CH:19][CH:20]=1. The catalyst class is: 43. (3) Reactant: F[C:2]1[C:11]([B:12]([OH:14])[OH:13])=[CH:10][C:9]2[C:4](=[CH:5][CH:6]=[CH:7][CH:8]=2)[N:3]=1.[CH3:15][OH:16]. Product: [CH3:15][O:16][C:2]1[C:11]([B:12]([OH:14])[OH:13])=[CH:10][C:9]2[C:4](=[CH:5][CH:6]=[CH:7][CH:8]=2)[N:3]=1. The catalyst class is: 33. (4) Reactant: [Br:1][C:2]1[N:3]=[C:4]([CH:16]2[CH2:21][CH2:20][N:19]([C:22]([O:24][C:25]([CH3:28])([CH3:27])[CH3:26])=[O:23])[CH2:18][CH2:17]2)[N:5]([CH2:7][CH2:8][O:9]C2CCCCO2)[CH:6]=1.O1CCCC1.Cl. Product: [Br:1][C:2]1[N:3]=[C:4]([CH:16]2[CH2:21][CH2:20][N:19]([C:22]([O:24][C:25]([CH3:28])([CH3:27])[CH3:26])=[O:23])[CH2:18][CH2:17]2)[N:5]([CH2:7][CH2:8][OH:9])[CH:6]=1. The catalyst class is: 13. (5) Reactant: [Cl:1][C:2]1[C:7]([O:8][CH3:9])=[CH:6][C:5]([O:10][CH3:11])=[C:4]([Cl:12])[C:3]=1[C:13]1[CH:22]=[CH:21][C:20]([C:23](O)=[O:24])=[C:19]2[C:14]=1[CH:15]=[CH:16][CH:17]=[N:18]2.[N+:26]([C:29]1[N:30]=[CH:31][NH:32][CH:33]=1)([O-])=O. Product: [N:32]1[CH:33]=[C:29]([NH:26][C:23]([C:20]2[CH:21]=[CH:22][C:13]([C:3]3[C:4]([Cl:12])=[C:5]([O:10][CH3:11])[CH:6]=[C:7]([O:8][CH3:9])[C:2]=3[Cl:1])=[C:14]3[C:19]=2[N:18]=[CH:17][CH:16]=[CH:15]3)=[O:24])[NH:30][CH:31]=1. The catalyst class is: 61.